This data is from Retrosynthesis with 50K atom-mapped reactions and 10 reaction types from USPTO. The task is: Predict the reactants needed to synthesize the given product. (1) Given the product CCCCCC1CCC(c2cccc(F)c2F)(C2CCC(=COC)CC2)CC1, predict the reactants needed to synthesize it. The reactants are: CC(C)(C)[O-].CCCCCC1CCC(c2cccc(F)c2F)(C2CCC(=O)CC2)CC1. (2) Given the product Brc1cccc2c1C(Nc1ccccc1)CC2, predict the reactants needed to synthesize it. The reactants are: Nc1ccccc1.O=C1CCc2cccc(Br)c21. (3) Given the product CN1C(=O)CC[C@]2(C)c3ccc(-c4cccs4)cc3CC[C@@H]12, predict the reactants needed to synthesize it. The reactants are: CCCC[Sn](CCCC)(CCCC)c1cccs1.CN1C(=O)CC[C@]2(C)c3ccc(Br)cc3CC[C@@H]12. (4) Given the product COC(=O)c1ccc(-c2nc(N3CCOCC3)nc3c2CCN3c2cccnc2)cc1, predict the reactants needed to synthesize it. The reactants are: COC(=O)c1ccc(B(O)O)cc1.Clc1nc(N2CCOCC2)nc2c1CCN2c1cccnc1.